Dataset: HIV replication inhibition screening data with 41,000+ compounds from the AIDS Antiviral Screen. Task: Binary Classification. Given a drug SMILES string, predict its activity (active/inactive) in a high-throughput screening assay against a specified biological target. (1) The compound is COc1cc(C2c3cc4c(c(O)c3C(=O)C3CCC(=O)N32)OCO4)cc(OC)c1OC. The result is 0 (inactive). (2) The drug is O=C(O)c1ccccc1N=NNc1ccc(C=Cc2ccc(N=NNc3ccccc3C(=O)O)cc2S(=O)(=O)O)c(S(=O)(=O)O)c1.[NaH]. The result is 1 (active).